Dataset: Forward reaction prediction with 1.9M reactions from USPTO patents (1976-2016). Task: Predict the product of the given reaction. (1) Given the reactants [Cl:1][C:2]1[C:9]([Cl:10])=[CH:8][CH:7]=[CH:6][C:3]=1[CH:4]=[O:5].[N+:11]([O-])([OH:13])=[O:12].CC(CC(C1C(O)=CC(O)=C(CC=C(C)C)C=1[O-])=O)C.ClC1C(Cl)=CC([N+]([O-])=O)=CC=1C=O, predict the reaction product. The product is: [Cl:1][C:2]1[C:9]([Cl:10])=[CH:8][CH:7]=[C:6]([N+:11]([O-:13])=[O:12])[C:3]=1[CH:4]=[O:5]. (2) Given the reactants [CH3:1][O:2][C:3](=[O:12])[C:4]1[CH:9]=[CH:8][C:7]([Cl:10])=[CH:6][C:5]=1[CH3:11].[Br:13]N1C(=O)CCC1=O.C(OOC(=O)C1C=CC=CC=1)(=O)C1C=CC=CC=1, predict the reaction product. The product is: [CH3:1][O:2][C:3](=[O:12])[C:4]1[CH:9]=[CH:8][C:7]([Cl:10])=[CH:6][C:5]=1[CH2:11][Br:13]. (3) The product is: [C:4]1([CH:3]2[S:12][CH2:13][CH2:11][O:10]2)[CH:9]=[CH:8][CH:7]=[CH:6][CH:5]=1. Given the reactants CO[CH:3]([O:10][CH3:11])[C:4]1[CH:9]=[CH:8][CH:7]=[CH:6][CH:5]=1.[SH:12][CH2:13]CCO, predict the reaction product. (4) Given the reactants F[C:2]1[CH:9]=[CH:8][C:5]([C:6]#[N:7])=[C:4]([C:10]([F:13])([F:12])[F:11])[CH:3]=1.[CH:14]1([CH2:17][NH2:18])[CH2:16][CH2:15]1.C(=O)([O-])[O-].[K+].[K+], predict the reaction product. The product is: [CH:14]1([CH2:17][NH:18][C:2]2[CH:9]=[CH:8][C:5]([C:6]#[N:7])=[C:4]([C:10]([F:13])([F:12])[F:11])[CH:3]=2)[CH2:16][CH2:15]1. (5) Given the reactants [CH3:1]/[C:2](/[CH:9]=[CH:10]/[CH:11]=[C:12](/[C:14]1[CH:23]=[CH:22][C:21]2[C:20]([CH3:25])([CH3:24])[CH2:19][CH:18]=[C:17]([C:26]3[CH:31]=[CH:30][C:29]([CH3:32])=[CH:28][CH:27]=3)[C:16]=2[CH:15]=1)\[CH3:13])=[CH:3]\[C:4]([O:6]CC)=[O:5].CO.[Li+].[OH-].Cl, predict the reaction product. The product is: [CH3:1]/[C:2](/[CH:9]=[CH:10]/[CH:11]=[C:12](/[C:14]1[CH:23]=[CH:22][C:21]2[C:20]([CH3:24])([CH3:25])[CH2:19][CH:18]=[C:17]([C:26]3[CH:31]=[CH:30][C:29]([CH3:32])=[CH:28][CH:27]=3)[C:16]=2[CH:15]=1)\[CH3:13])=[CH:3]\[C:4]([OH:6])=[O:5]. (6) Given the reactants [Br:1][C:2]1[CH2:11][CH2:10][C:9]2[C:4](=[CH:5][CH:6]=[C:7]([O:12][CH3:13])[CH:8]=2)[C:3]=1[O:14][C:15]1[CH:29]=[CH:28][C:18]([O:19][CH2:20][CH2:21][N:22]2[CH2:27][CH2:26][CH2:25][CH2:24][CH2:23]2)=[CH:17][CH:16]=1.ClC1C(=O)C(C#N)=C(C#N)C(=O)C=1Cl, predict the reaction product. The product is: [Br:1][C:2]1[CH:11]=[CH:10][C:9]2[C:4](=[CH:5][CH:6]=[C:7]([O:12][CH3:13])[CH:8]=2)[C:3]=1[O:14][C:15]1[CH:29]=[CH:28][C:18]([O:19][CH2:20][CH2:21][N:22]2[CH2:27][CH2:26][CH2:25][CH2:24][CH2:23]2)=[CH:17][CH:16]=1.